Predict the reactants needed to synthesize the given product. From a dataset of Full USPTO retrosynthesis dataset with 1.9M reactions from patents (1976-2016). (1) Given the product [CH2:1]([N:8]1[CH2:9][CH2:10][N:11]([C:14]2[CH:15]=[CH:16][C:17]([O:20][C:2]3[CH:7]=[CH:6][C:5]([O:24][CH3:21])=[CH:4][CH:3]=3)=[CH:18][CH:19]=2)[CH2:12][CH2:13]1)[C:2]1[CH:3]=[CH:4][CH:5]=[CH:6][CH:7]=1, predict the reactants needed to synthesize it. The reactants are: [CH2:1]([N:8]1[CH2:13][CH2:12][N:11]([C:14]2[CH:19]=[CH:18][C:17]([OH:20])=[CH:16][CH:15]=2)[CH2:10][CH2:9]1)[C:2]1[CH:7]=[CH:6][CH:5]=[CH:4][CH:3]=1.[C:21](=[O:24])([O-])[O-].[Cs+].[Cs+]. (2) Given the product [NH2:8][C:9]1[S:10][C:11]2[CH:17]=[CH:16][CH:15]=[CH:14][C:12]=2[N:13]=1.[NH2:20][C@H:4]([C:1]([OH:3])=[O:2])[CH2:5][CH2:6][C:7]([OH:19])=[O:29], predict the reactants needed to synthesize it. The reactants are: [C:1]([C@@H:4]([NH:20][C@@H](CC(C)C)C(O)=O)[CH2:5][CH2:6][C:7](=[O:19])[NH:8][C:9]1[S:10][C:11]2[CH:17]=[C:16](F)[CH:15]=[CH:14][C:12]=2[N:13]=1)([OH:3])=[O:2].[OH2:29].O.[OH-].[Li+]. (3) Given the product [C:35]([C:39]1[CH:40]=[CH:41][C:42]([CH2:45][CH:46]([CH3:49])[CH:47]=[CH:10][C:7]2[CH:6]=[CH:5][C:4]([O:3][CH3:2])=[CH:9][CH:8]=2)=[CH:43][CH:44]=1)([CH3:38])([CH3:37])[CH3:36], predict the reactants needed to synthesize it. The reactants are: [Br-].[CH3:2][O:3][C:4]1[CH:9]=[CH:8][C:7]([CH2:10][P+](C2C=CC=CC=2)(C2C=CC=CC=2)C2C=CC=CC=2)=[CH:6][CH:5]=1.[Li]CCCC.[C:35]([C:39]1[CH:44]=[CH:43][C:42]([CH2:45][CH:46]([CH3:49])[CH:47]=O)=[CH:41][CH:40]=1)([CH3:38])([CH3:37])[CH3:36].O.